This data is from Catalyst prediction with 721,799 reactions and 888 catalyst types from USPTO. The task is: Predict which catalyst facilitates the given reaction. (1) Reactant: [Br:1][C:2]1[CH:7]=[CH:6][C:5]([O:8][CH3:9])=[CH:4][C:3]=1[OH:10].C([O-])([O-])=O.[K+].[K+].[CH3:17][O:18][CH2:19]Cl. Product: [Br:1][C:2]1[CH:7]=[CH:6][C:5]([O:8][CH3:9])=[CH:4][C:3]=1[O:10][CH2:17][O:18][CH3:19]. The catalyst class is: 21. (2) Reactant: N#N.CCN=C=NCCCN(C)C.Cl.CCN(CC)CC.[CH3:22][O:23][C:24]1[CH:25]=[C:26]([CH2:34][CH2:35][C:36]([OH:38])=O)[CH:27]=[C:28]([O:32][CH3:33])[C:29]=1[O:30][CH3:31].[CH3:39][O:40][C:41](=[O:56])[CH2:42][C:43]1[CH:44]=[C:45]([C:49]2[CH:54]=[CH:53][CH:52]=[CH:51][C:50]=2[NH2:55])[CH:46]=[CH:47][CH:48]=1. Product: [CH3:39][O:40][C:41](=[O:56])[CH2:42][C:43]1[CH:44]=[C:45]([C:49]2[CH:54]=[CH:53][CH:52]=[CH:51][C:50]=2[NH:55][C:36](=[O:38])[CH2:35][CH2:34][C:26]2[CH:27]=[C:28]([O:32][CH3:33])[C:29]([O:30][CH3:31])=[C:24]([O:23][CH3:22])[CH:25]=2)[CH:46]=[CH:47][CH:48]=1. The catalyst class is: 64.